The task is: Predict the reaction yield, written as a fraction of the theoretical maximum amount of product (1.0 means a 100% yield; for example, 0.34 means a 34% yield).. This data is from Reaction yield outcomes from USPTO patents with 853,638 reactions. (1) The reactants are [F:1][C:2]([F:12])([C:6]1[CH:11]=[CH:10][CH:9]=[CH:8][CH:7]=1)[C:3]([NH2:5])=O.B.C(=O)([O-])[O-].[K+].[K+]. The catalyst is O1CCCC1.O. The product is [F:1][C:2]([F:12])([C:6]1[CH:7]=[CH:8][CH:9]=[CH:10][CH:11]=1)[CH2:3][NH2:5]. The yield is 0.410. (2) The reactants are [Cl:1][C:2]1[CH:9]=[C:8]([O:10][CH2:11][CH2:12][CH2:13][CH:14]2[CH2:19][CH2:18][N:17]([CH3:20])[CH2:16][CH2:15]2)[CH:7]=[CH:6][C:3]=1[CH:4]=O.[CH3:21][C:22]1[CH:27]=[C:26]([CH3:28])[CH:25]=[C:24]([NH2:29])[C:23]=1[NH2:30]. No catalyst specified. The product is [Cl:1][C:2]1[CH:9]=[C:8]([O:10][CH2:11][CH2:12][CH2:13][CH:14]2[CH2:19][CH2:18][N:17]([CH3:20])[CH2:16][CH2:15]2)[CH:7]=[CH:6][C:3]=1[C:4]1[NH:29][C:24]2[CH:25]=[C:26]([CH3:28])[CH:27]=[C:22]([CH3:21])[C:23]=2[N:30]=1. The yield is 0.870. (3) The reactants are F[C:2]1[CH:7]=[CH:6][C:5]([CH3:8])=[CH:4][C:3]=1[N+:9]([O-:11])=[O:10].[C:12]([NH:19][CH:20]1[CH2:25][CH2:24][CH2:23][NH:22][CH2:21]1)([O:14][C:15]([CH3:18])([CH3:17])[CH3:16])=[O:13]. No catalyst specified. The product is [CH3:8][C:5]1[CH:6]=[CH:7][C:2]([N:22]2[CH2:23][CH2:24][CH2:25][CH:20]([NH:19][C:12](=[O:13])[O:14][C:15]([CH3:17])([CH3:16])[CH3:18])[CH2:21]2)=[C:3]([N+:9]([O-:11])=[O:10])[CH:4]=1. The yield is 0.870. (4) The reactants are F[C:2]1[CH:7]=[CH:6][C:5]([C:8](=[O:17])[C:9]2[CH:14]=[CH:13][C:12]([O:15][CH3:16])=[CH:11][CH:10]=2)=[CH:4][C:3]=1[S:18]([NH2:21])(=[O:20])=[O:19].[CH3:22][S-:23].[Na+]. The catalyst is O1CCOCC1. The product is [CH3:16][O:15][C:12]1[CH:13]=[CH:14][C:9]([C:8]([C:5]2[CH:6]=[CH:7][C:2]([S:23][CH3:22])=[C:3]([S:18]([NH2:21])(=[O:20])=[O:19])[CH:4]=2)=[O:17])=[CH:10][CH:11]=1. The yield is 0.680. (5) The reactants are Cl.Cl[CH2:3][CH2:4][N:5]1[CH2:9][CH2:8][CH2:7][CH2:6]1.[Br:10][C:11]1[CH:12]=[C:13]([SH:17])[CH:14]=[CH:15][CH:16]=1.C(=O)([O-])[O-].[K+].[K+]. The catalyst is C(#N)C. The product is [Br:10][C:11]1[CH:12]=[C:13]([S:17][CH2:3][CH2:4][N:5]2[CH2:9][CH2:8][CH2:7][CH2:6]2)[CH:14]=[CH:15][CH:16]=1. The yield is 0.320. (6) The reactants are C[N:2]([CH3:19])[CH:3]=[CH:4][C:5]([C:7]1[CH:8]=[C:9]([N:13]([CH2:17][CH3:18])[C:14](=[O:16])[CH3:15])[CH:10]=[CH:11][CH:12]=1)=O.N[C:21]1[C:25]([C:26]#[N:27])=C[NH:23][N:22]=1.Cl. The catalyst is O.CO. The product is [CH3:18][CH2:17][N:13]([C:14]([CH3:15])=[O:16])[C:9]1[CH:10]=[CH:11][CH:12]=[C:7]([C:5]2[N:23]3[N:22]=[CH:21][C:25]([C:26]#[N:27])=[C:19]3[N:2]=[CH:3][CH:4]=2)[CH:8]=1. The yield is 0.941. (7) The reactants are [NH2:1][C:2]1[CH:3]=[C:4]([CH:21]=[CH:22][CH:23]=1)[O:5][C:6]1[CH:7]=[CH:8][C:9]2[N:10]([CH:12]=[C:13]([NH:15][C:16]([CH:18]3[CH2:20][CH2:19]3)=[O:17])[N:14]=2)[N:11]=1.[C:24]([C:26]([C:29]1[CH:30]=[C:31]([CH:35]=[CH:36][CH:37]=1)[C:32](O)=[O:33])([CH3:28])[CH3:27])#[N:25].Cl.CN(C)CCCN=C=NCC.ON1C2C=CC=CC=2N=N1. The catalyst is CN(C)C=O. The product is [C:24]([C:26]([C:29]1[CH:30]=[C:31]([CH:35]=[CH:36][CH:37]=1)[C:32]([NH:1][C:2]1[CH:23]=[CH:22][CH:21]=[C:4]([O:5][C:6]2[CH:7]=[CH:8][C:9]3[N:10]([CH:12]=[C:13]([NH:15][C:16]([CH:18]4[CH2:20][CH2:19]4)=[O:17])[N:14]=3)[N:11]=2)[CH:3]=1)=[O:33])([CH3:28])[CH3:27])#[N:25]. The yield is 0.770.